This data is from Forward reaction prediction with 1.9M reactions from USPTO patents (1976-2016). The task is: Predict the product of the given reaction. (1) Given the reactants [C:1]([O-:15])(=[O:14])[CH2:2][CH2:3][NH:4][C:5](=[O:13])[C@@H:6]([C:8]([CH2:11][OH:12])([CH3:10])[CH3:9])[OH:7].[OH-].[Ca+2:17].[OH-], predict the reaction product. The product is: [C:1]([O-:15])(=[O:14])[CH2:2][CH2:3][NH:4][C:5](=[O:13])[C@H:6]([C:8]([CH2:11][OH:12])([CH3:10])[CH3:9])[OH:7].[Ca+2:17].[C:1]([O-:15])(=[O:14])[CH2:2][CH2:3][NH:4][C:5](=[O:13])[C@H:6]([C:8]([CH2:11][OH:12])([CH3:10])[CH3:9])[OH:7]. (2) The product is: [Cl:8][C:6]1[N:5]=[CH:4][N:3]=[C:2]([NH:22][C:21]2[CH:20]=[C:19]([F:18])[C:25]([N:26]3[CH2:27][CH2:28][N:29]([CH:32]4[CH2:33][O:34][CH2:35]4)[CH2:30][CH2:31]3)=[C:24]([F:36])[CH:23]=2)[N:7]=1. Given the reactants Cl[C:2]1[N:7]=[C:6]([Cl:8])[N:5]=[CH:4][N:3]=1.C(N(CC)C(C)C)(C)C.[F:18][C:19]1[CH:20]=[C:21]([CH:23]=[C:24]([F:36])[C:25]=1[N:26]1[CH2:31][CH2:30][N:29]([CH:32]2[CH2:35][O:34][CH2:33]2)[CH2:28][CH2:27]1)[NH2:22], predict the reaction product. (3) Given the reactants Br[C:2]1[C:3]([N:17]2[CH:21]=[CH:20][C:19]([C:22]([F:25])([F:24])[F:23])=[N:18]2)=[N:4][C:5]([NH:8][C:9]2[CH:14]=[CH:13][C:12]([F:15])=[C:11]([Cl:16])[CH:10]=2)=[N:6][CH:7]=1.CC1(C)C(C)(C)OB([C:34]2[CH:35]=[C:36]([N:40]3[CH2:44][CH2:43][CH:42]([C:45]([O:47][CH3:48])=[O:46])[CH2:41]3)[CH:37]=[CH:38][CH:39]=2)O1.COC(C1CCN(C2C=C(B(O)O)C=CC=2)C1)=O.C(=O)([O-])[O-].[Na+].[Na+], predict the reaction product. The product is: [Cl:16][C:11]1[CH:10]=[C:9]([NH:8][C:5]2[N:4]=[C:3]([N:17]3[CH:21]=[CH:20][C:19]([C:22]([F:25])([F:24])[F:23])=[N:18]3)[C:2]([C:38]3[CH:37]=[C:36]([N:40]4[CH2:44][CH2:43][CH:42]([C:45]([O:47][CH3:48])=[O:46])[CH2:41]4)[CH:35]=[CH:34][CH:39]=3)=[CH:7][N:6]=2)[CH:14]=[CH:13][C:12]=1[F:15]. (4) The product is: [CH2:73]([O:80][C:54](=[O:63])[NH:51][CH:8]1[CH2:25][N:12]2[CH2:13][CH2:14][C:15]3[C:20]([CH:11]2[CH2:10][CH:9]1[N:26]([CH2:34][C:35]1[CH:36]=[CH:37][CH:38]=[CH:39][CH:40]=1)[C:27]([O:29][C:30]([CH3:33])([CH3:32])[CH3:31])=[O:28])=[CH:19][C:18]([O:21][CH3:22])=[C:17]([O:23][CH3:24])[CH:16]=3)[C:74]1[CH:79]=[CH:78][CH:77]=[CH:76][CH:75]=1. Given the reactants [OH-].[K+].C(OC([CH:8]1[CH2:25][N:12]2[CH2:13][CH2:14][C:15]3[C:20]([CH:11]2[CH2:10][CH:9]1[N:26]([CH2:34][C:35]1[CH:40]=[CH:39][CH:38]=[CH:37][CH:36]=1)[C:27]([O:29][C:30]([CH3:33])([CH3:32])[CH3:31])=[O:28])=[CH:19][C:18]([O:21][CH3:22])=[C:17]([O:23][CH3:24])[CH:16]=3)=O)C.P([O-])([O-])([O-])=O.[K+].[K+].[K+].C([N:51]([CH2:54]C)CC)C.C1(P(N=[N+]=[N-])(C2C=CC=CC=2)=[O:63])C=CC=CC=1.[CH2:73]([OH:80])[C:74]1[CH:79]=[CH:78][CH:77]=[CH:76][CH:75]=1, predict the reaction product. (5) Given the reactants [F:1][C:2]1[C:3]([CH3:9])=[C:4]([CH:6]=[CH:7][CH:8]=1)[NH2:5].[BrH:10].[OH-].[Na+].C(=O)(O)[O-].[Na+], predict the reaction product. The product is: [Br:10][C:8]1[CH:7]=[CH:6][C:4]([NH2:5])=[C:3]([CH3:9])[C:2]=1[F:1]. (6) Given the reactants Cl[C:2]1[C:3]2[CH:10]=[CH:9][NH:8][C:4]=2[N:5]=[CH:6][N:7]=1.[CH3:11][O:12][CH2:13][CH2:14][OH:15].[OH-].[K+], predict the reaction product. The product is: [CH3:11][O:12][CH2:13][CH2:14][O:15][C:2]1[C:3]2[CH:10]=[CH:9][NH:8][C:4]=2[N:5]=[CH:6][N:7]=1. (7) Given the reactants [OH:1][CH2:2][C:3]([CH3:7])([CH2:5][OH:6])[CH3:4].[O:8]1[CH:13]=[CH:12][CH2:11][CH2:10][CH2:9]1.C([O-])(O)=O.[Na+], predict the reaction product. The product is: [CH3:4][C:3]([CH3:7])([CH2:5][O:6][CH:9]1[CH2:10][CH2:11][CH2:12][CH2:13][O:8]1)[CH2:2][OH:1].